This data is from Reaction yield outcomes from USPTO patents with 853,638 reactions. The task is: Predict the reaction yield, written as a fraction of the theoretical maximum amount of product (1.0 means a 100% yield; for example, 0.34 means a 34% yield). (1) The reactants are [F:1][C:2]1[CH:7]=[CH:6][C:5]([N:8]2[C:16]3[CH2:15][CH2:14][CH2:13][NH:12][C:11]=3[CH:10]=[N:9]2)=[CH:4][CH:3]=1.[I:17][C:18]1[CH:19]=[N:20][N:21]([CH2:23][C:24](O)=[O:25])[CH:22]=1.CCN(CC)CC.CN(C(ON1N=NC2C=CC=NC1=2)=[N+](C)C)C.F[P-](F)(F)(F)(F)F. The catalyst is CN(C=O)C. The product is [F:1][C:2]1[CH:3]=[CH:4][C:5]([N:8]2[C:16]3[CH2:15][CH2:14][CH2:13][N:12]([C:24](=[O:25])[CH2:23][N:21]4[CH:22]=[C:18]([I:17])[CH:19]=[N:20]4)[C:11]=3[CH:10]=[N:9]2)=[CH:6][CH:7]=1. The yield is 1.00. (2) The reactants are N[C:2]1[NH:3][C:4](=O)[C:5]2[C:10]([C:11]3[C:16]([CH3:17])=[CH:15][C:14]([CH3:18])=[CH:13][C:12]=3[CH3:19])=[CH:9][N:8]([CH3:20])[C:6]=2[N:7]=1.[CH3:22][N:23]([CH3:26])[CH:24]=O.[H-].[Na+].CI.[OH2:31]. No catalyst specified. The product is [CH3:22][N:23]([CH3:26])[C:24]1[N:3]([CH3:2])[C:4](=[O:31])[C:5]2[C:10]([C:11]3[C:12]([CH3:19])=[CH:13][C:14]([CH3:18])=[CH:15][C:16]=3[CH3:17])=[CH:9][N:8]([CH3:20])[C:6]=2[N:7]=1. The yield is 0.830. (3) The reactants are [O:1]=[C:2]1[CH2:7][CH2:6][CH:5]([N:8]2[C:13](=[O:14])[C:12]([CH2:15][C:16]3[CH:21]=[CH:20][C:19]([C:22]4[CH:27]=[CH:26][CH:25]=[CH:24][C:23]=4[C:28]4[NH:32][C:31](=[O:33])[O:30][N:29]=4)=[CH:18][CH:17]=3)=[C:11]([CH2:34][CH2:35][CH3:36])[N:10]3[N:37]=[CH:38][N:39]=[C:9]23)[CH2:4][CH2:3]1.C(O[CH:44]([OH:47])[CH2:45]O)(=O)C.CC1C=CC(S(O)(=O)=O)=CC=1.[C:59](=O)([O-])[OH:60].[Na+]. The catalyst is C1(C)C=CC=CC=1. The product is [OH:60][CH2:59][CH:45]1[CH2:44][O:47][C:2]2([CH2:7][CH2:6][CH:5]([N:8]3[C:13](=[O:14])[C:12]([CH2:15][C:16]4[CH:17]=[CH:18][C:19]([C:22]5[CH:27]=[CH:26][CH:25]=[CH:24][C:23]=5[C:28]5[NH:32][C:31](=[O:33])[O:30][N:29]=5)=[CH:20][CH:21]=4)=[C:11]([CH2:34][CH2:35][CH3:36])[N:10]4[N:37]=[CH:38][N:39]=[C:9]34)[CH2:4][CH2:3]2)[O:1]1. The yield is 0.230. (4) The catalyst is [Pd].O.C(O)C. The reactants are C(OC([NH:11][CH2:12][CH2:13][CH2:14][CH2:15][C@H:16]([NH:30][C:31](=[O:37])[O:32][C:33]([CH3:36])([CH3:35])[CH3:34])[CH:17]([OH:29])[C:18](=[O:28])[NH:19][C@@H:20]([C:22]1[CH:27]=[CH:26][CH:25]=[CH:24][CH:23]=1)[CH3:21])=O)C1C=CC=CC=1.[H][H]. The yield is 0.930. The product is [NH2:11][CH2:12][CH2:13][CH2:14][CH2:15][C@H:16]([NH:30][C:31](=[O:37])[O:32][C:33]([CH3:36])([CH3:35])[CH3:34])[CH:17]([OH:29])[C:18](=[O:28])[NH:19][C@@H:20]([C:22]1[CH:27]=[CH:26][CH:25]=[CH:24][CH:23]=1)[CH3:21]. (5) The reactants are Cl[C:2]1[C:7]([N+:8]([O-:10])=[O:9])=[CH:6][C:5]([I:11])=[CH:4][N:3]=1.Cl.[NH2:13][C:14]([CH3:20])([CH3:19])[C:15]([O:17][CH3:18])=[O:16].C(N(CC)CC)C. The catalyst is C(O)C. The product is [CH3:18][O:17][C:15](=[O:16])[C:14]([NH:13][C:2]1[C:7]([N+:8]([O-:10])=[O:9])=[CH:6][C:5]([I:11])=[CH:4][N:3]=1)([CH3:20])[CH3:19]. The yield is 0.780. (6) The reactants are [C:1]([C:5]1[CH:10]=[CH:9][C:8]([S:11]([NH:14][C:15]2[CH:16]=[C:17]3[C:21](=[CH:22][CH:23]=2)[NH:20][C:19]([C:24]([OH:26])=O)=[C:18]3[C:27]2[CH:32]=[CH:31][CH:30]=[CH:29][CH:28]=2)(=[O:13])=[O:12])=[CH:7][CH:6]=1)([CH3:4])([CH3:3])[CH3:2].[NH2:33][CH:34]1[CH2:39][CH2:38][O:37][CH2:36][CH2:35]1. The catalyst is ClCCl.CO. The product is [O:37]1[CH2:38][CH2:39][CH:34]([NH:33][C:24]([C:19]2[NH:20][C:21]3[C:17]([C:18]=2[C:27]2[CH:28]=[CH:29][CH:30]=[CH:31][CH:32]=2)=[CH:16][C:15]([NH:14][S:11]([C:8]2[CH:9]=[CH:10][C:5]([C:1]([CH3:2])([CH3:4])[CH3:3])=[CH:6][CH:7]=2)(=[O:12])=[O:13])=[CH:23][CH:22]=3)=[O:26])[CH2:35][CH2:36]1. The yield is 0.190.